From a dataset of Full USPTO retrosynthesis dataset with 1.9M reactions from patents (1976-2016). Predict the reactants needed to synthesize the given product. Given the product [F:1][C:2]1[C:3]([CH3:9])=[CH:4][CH:5]=[C:6]([I:8])[C:7]=1[C:18]([OH:20])=[O:19], predict the reactants needed to synthesize it. The reactants are: [F:1][C:2]1[CH:7]=[C:6]([I:8])[CH:5]=[CH:4][C:3]=1[CH3:9].[Li+].CC([N-]C(C)C)C.[C:18](=[O:20])=[O:19].